From a dataset of NCI-60 drug combinations with 297,098 pairs across 59 cell lines. Regression. Given two drug SMILES strings and cell line genomic features, predict the synergy score measuring deviation from expected non-interaction effect. (1) Drug 1: C1CN1P(=S)(N2CC2)N3CC3. Drug 2: CC1=C(C(CCC1)(C)C)C=CC(=CC=CC(=CC(=O)O)C)C. Cell line: MALME-3M. Synergy scores: CSS=19.0, Synergy_ZIP=-7.80, Synergy_Bliss=-6.13, Synergy_Loewe=0.324, Synergy_HSA=1.07. (2) Drug 1: C1=C(C(=O)NC(=O)N1)F. Drug 2: CN(CCCl)CCCl.Cl. Cell line: SNB-75. Synergy scores: CSS=30.7, Synergy_ZIP=0.607, Synergy_Bliss=6.33, Synergy_Loewe=5.87, Synergy_HSA=6.26. (3) Drug 1: CN1C(=O)N2C=NC(=C2N=N1)C(=O)N. Drug 2: C(CCl)NC(=O)N(CCCl)N=O. Cell line: COLO 205. Synergy scores: CSS=9.08, Synergy_ZIP=-3.03, Synergy_Bliss=-0.637, Synergy_Loewe=0.216, Synergy_HSA=-1.39. (4) Drug 1: CN1CCC(CC1)COC2=C(C=C3C(=C2)N=CN=C3NC4=C(C=C(C=C4)Br)F)OC. Drug 2: CN(C)N=NC1=C(NC=N1)C(=O)N. Cell line: HCC-2998. Synergy scores: CSS=2.75, Synergy_ZIP=-1.70, Synergy_Bliss=-2.10, Synergy_Loewe=-4.56, Synergy_HSA=-2.59. (5) Drug 1: C1=CC(=C2C(=C1NCCNCCO)C(=O)C3=C(C=CC(=C3C2=O)O)O)NCCNCCO. Drug 2: CN1C(=O)N2C=NC(=C2N=N1)C(=O)N. Cell line: SN12C. Synergy scores: CSS=38.7, Synergy_ZIP=-0.314, Synergy_Bliss=-0.957, Synergy_Loewe=-40.4, Synergy_HSA=-0.576. (6) Drug 1: CC1=C(C=C(C=C1)NC2=NC=CC(=N2)N(C)C3=CC4=NN(C(=C4C=C3)C)C)S(=O)(=O)N.Cl. Drug 2: C1=NNC2=C1C(=O)NC=N2. Cell line: SNB-19. Synergy scores: CSS=1.83, Synergy_ZIP=0.294, Synergy_Bliss=0.422, Synergy_Loewe=-0.843, Synergy_HSA=-0.872. (7) Drug 1: CCC1=C2CN3C(=CC4=C(C3=O)COC(=O)C4(CC)O)C2=NC5=C1C=C(C=C5)O. Drug 2: C1CN(P(=O)(OC1)NCCCl)CCCl. Cell line: UACC-257. Synergy scores: CSS=16.6, Synergy_ZIP=-2.25, Synergy_Bliss=1.94, Synergy_Loewe=-47.8, Synergy_HSA=2.19. (8) Drug 1: CC1=C(C(CCC1)(C)C)C=CC(=CC=CC(=CC(=O)O)C)C. Drug 2: CCCCCOC(=O)NC1=NC(=O)N(C=C1F)C2C(C(C(O2)C)O)O. Cell line: T-47D. Synergy scores: CSS=2.72, Synergy_ZIP=0.179, Synergy_Bliss=3.98, Synergy_Loewe=-3.21, Synergy_HSA=0.161. (9) Drug 1: CCCS(=O)(=O)NC1=C(C(=C(C=C1)F)C(=O)C2=CNC3=C2C=C(C=N3)C4=CC=C(C=C4)Cl)F. Drug 2: CC12CCC3C(C1CCC2O)C(CC4=C3C=CC(=C4)O)CCCCCCCCCS(=O)CCCC(C(F)(F)F)(F)F. Cell line: SF-539. Synergy scores: CSS=3.24, Synergy_ZIP=-0.144, Synergy_Bliss=0.926, Synergy_Loewe=1.50, Synergy_HSA=1.14. (10) Drug 1: C1CCC(CC1)NC(=O)N(CCCl)N=O. Drug 2: C1CN(P(=O)(OC1)NCCCl)CCCl. Cell line: NCI/ADR-RES. Synergy scores: CSS=16.4, Synergy_ZIP=-0.0669, Synergy_Bliss=4.10, Synergy_Loewe=-3.70, Synergy_HSA=2.27.